From a dataset of Catalyst prediction with 721,799 reactions and 888 catalyst types from USPTO. Predict which catalyst facilitates the given reaction. (1) Reactant: [O:1]1[C:5]2[CH:6]=[CH:7][C:8]([OH:10])=[CH:9][C:4]=2[N:3]=[CH:2]1.F[C:12]1[CH:17]=[CH:16][C:15]([N+:18]([O-:20])=[O:19])=[CH:14][C:13]=1[CH3:21].C(=O)([O-])[O-].[Cs+].[Cs+].C(=O)([O-])[O-].[K+].[K+]. Product: [CH3:21][C:13]1[CH:14]=[C:15]([N+:18]([O-:20])=[O:19])[CH:16]=[CH:17][C:12]=1[O:10][C:8]1[CH:7]=[CH:6][C:5]2[O:1][CH:2]=[N:3][C:4]=2[CH:9]=1. The catalyst class is: 3. (2) Reactant: [NH:1]1[C:5]2=[N:6][CH:7]=[CH:8][CH:9]=[C:4]2[C:3]2([C:21]3[C:12](=[CH:13][C:14]4[O:19][CH2:18][CH2:17][O:16][C:15]=4[CH:20]=3)[O:11][CH2:10]2)[C:2]1=[O:22].C(=O)([O-])[O-].[Cs+].[Cs+].[I-].[K+].Br.Br[CH2:33][C:34]1[CH:39]=[CH:38][CH:37]=[CH:36][N:35]=1. Product: [N:35]1[CH:36]=[CH:37][CH:38]=[CH:39][C:34]=1[CH2:33][N:1]1[C:5]2=[N:6][CH:7]=[CH:8][CH:9]=[C:4]2[C:3]2([C:21]3[C:12](=[CH:13][C:14]4[O:19][CH2:18][CH2:17][O:16][C:15]=4[CH:20]=3)[O:11][CH2:10]2)[C:2]1=[O:22]. The catalyst class is: 9. (3) Reactant: [CH3:1][O:2][C:3]1[CH:8]=[CH:7][C:6]([CH2:9][CH2:10][C:11]([OH:13])=O)=[CH:5][CH:4]=1.S(Cl)(Cl)=O.[OH-].[Na+].[CH2:20]([NH2:23])[CH2:21][CH3:22]. Product: [CH2:20]([NH:23][C:11](=[O:13])[CH2:10][CH2:9][C:6]1[CH:5]=[CH:4][C:3]([O:2][CH3:1])=[CH:8][CH:7]=1)[CH2:21][CH3:22]. The catalyst class is: 4. (4) Reactant: [Cl:1][C:2]1[S:6][C:5]([S:7]([N:10]([CH2:19][C:20]2[CH:29]=[CH:28][C:23]([C:24]([O:26][CH3:27])=[O:25])=[CH:22][CH:21]=2)[CH:11]2[CH2:16][O:15]C(C)(C)[O:13][CH2:12]2)(=[O:9])=[O:8])=[CH:4][CH:3]=1.CO.O.C1(C)C=CC(S(O)(=O)=O)=CC=1.C([O-])([O-])=O.[Na+].[Na+]. Product: [Cl:1][C:2]1[S:6][C:5]([S:7]([N:10]([CH2:19][C:20]2[CH:21]=[CH:22][C:23]([C:24]([O:26][CH3:27])=[O:25])=[CH:28][CH:29]=2)[CH:11]([CH2:12][OH:13])[CH2:16][OH:15])(=[O:9])=[O:8])=[CH:4][CH:3]=1. The catalyst class is: 1. (5) Reactant: ClC[C:3]([N:5]([CH2:19][CH2:20][N:21]1[C:29](=[O:30])[C:28]2[C:23](=[CH:24][CH:25]=[CH:26][CH:27]=2)[C:22]1=[O:31])[CH2:6][CH2:7][N:8]1[C:16](=O)C2C(=CC=CC=2)C1=O)=[O:4].O.NN. Product: [O:4]=[C:3]1[CH2:16][NH:8][CH2:7][CH2:6][N:5]1[CH2:19][CH2:20][N:21]1[C:22](=[O:31])[C:23]2[C:28](=[CH:27][CH:26]=[CH:25][CH:24]=2)[C:29]1=[O:30]. The catalyst class is: 14. (6) The catalyst class is: 15. Product: [BrH:29].[BrH:29].[O:1]1[CH2:2][CH2:3][N:4]([C:7]2[CH:8]=[CH:9][C:10]([N:13]3[CH2:14][CH2:15][NH:16][CH2:20][CH2:19]3)=[CH:11][CH:12]=2)[CH2:5][CH2:6]1. Reactant: [O:1]1[CH2:6][CH2:5][N:4]([C:7]2[CH:12]=[CH:11][C:10]([NH:13][CH2:14][CH2:15][N:16]3[C:20](=O)[CH2:19]O[CH-]3)=[CH:9][CH:8]=2)[CH2:3][CH2:2]1.C(OC(C)C)(C)C.[BrH:29]. (7) Reactant: Cl[C:2]1[C:3]2[CH2:16][CH2:15][CH2:14][C:4]=2[N:5]=[C:6]([C:8]2[S:9][C:10]([Cl:13])=[CH:11][CH:12]=2)[N:7]=1.[NH:17]1[C:21]2[CH:22]=[CH:23][C:24]([C:26]([O:28]C)=[O:27])=[CH:25][C:20]=2[N:19]=[CH:18]1.[OH-].[Li+]. Product: [Cl:13][C:10]1[S:9][C:8]([C:6]2[N:7]=[C:2]([N:17]3[C:21]4[CH:22]=[CH:23][C:24]([C:26]([OH:28])=[O:27])=[CH:25][C:20]=4[N:19]=[CH:18]3)[C:3]3[CH2:16][CH2:15][CH2:14][C:4]=3[N:5]=2)=[CH:12][CH:11]=1. The catalyst class is: 20. (8) Reactant: F[C:2]1[CH:20]=[CH:19][C:18]([F:21])=[CH:17][C:3]=1[C:4]([NH:6][C:7]1[CH:12]=[CH:11][CH:10]=[C:9]([S:13](=[O:16])(=[O:15])[NH2:14])[CH:8]=1)=[O:5].[F:22][C:23]1[CH:28]=[CH:27][C:26]([OH:29])=[C:25]([O:30][CH3:31])[CH:24]=1.C(=O)([O-])[O-].[Cs+].[Cs+].O. Product: [F:21][C:18]1[CH:19]=[CH:20][C:2]([O:29][C:26]2[CH:27]=[CH:28][C:23]([F:22])=[CH:24][C:25]=2[O:30][CH3:31])=[C:3]([CH:17]=1)[C:4]([NH:6][C:7]1[CH:12]=[CH:11][CH:10]=[C:9]([S:13](=[O:16])(=[O:15])[NH2:14])[CH:8]=1)=[O:5]. The catalyst class is: 39.